Predict the product of the given reaction. From a dataset of Forward reaction prediction with 1.9M reactions from USPTO patents (1976-2016). Given the reactants [CH3:1][N:2]1[C:6]2=[N:7][CH:8]=[C:9]([N+:12]([O-])=O)[C:10]([CH3:11])=[C:5]2[C:4]([C:15]2[CH2:16][C:17]([CH3:29])([CH3:28])[N:18]([C:21]([O:23][C:24]([CH3:27])([CH3:26])[CH3:25])=[O:22])[CH2:19][CH:20]=2)=[CH:3]1.C(Cl)Cl.[H][H], predict the reaction product. The product is: [NH2:12][C:9]1[C:10]([CH3:11])=[C:5]2[C:4]([CH:15]3[CH2:20][CH2:19][N:18]([C:21]([O:23][C:24]([CH3:25])([CH3:26])[CH3:27])=[O:22])[C:17]([CH3:29])([CH3:28])[CH2:16]3)=[CH:3][N:2]([CH3:1])[C:6]2=[N:7][CH:8]=1.